This data is from Reaction yield outcomes from USPTO patents with 853,638 reactions. The task is: Predict the reaction yield, written as a fraction of the theoretical maximum amount of product (1.0 means a 100% yield; for example, 0.34 means a 34% yield). (1) The reactants are C(OC([N:11]1[CH2:16][CH2:15][NH:14][C:13](=[O:17])[C@@H:12]1[CH2:18][CH2:19][S:20][CH3:21])=O)C1C=CC=CC=1.[H-].[Na+].[C:24](=[N:37][C:38]1[CH:45]=[C:44]([CH2:46]Br)[CH:43]=[CH:42][C:39]=1[C:40]#[N:41])(C1C=CC=CC=1)C1C=CC=CC=1.C[N:49](C=O)C. The catalyst is C([O-])(=O)C. The product is [NH2:49][C:40]1[C:39]2[C:38](=[CH:45][C:44]([CH2:46][N:14]3[CH2:15][CH2:16][NH:11][C@@H:12]([CH2:18][CH2:19][S:20][CH3:21])[C:13]3=[O:17])=[CH:43][CH:42]=2)[N:37]=[CH:24][N:41]=1. The yield is 0.800. (2) The reactants are ClC1N=C(Cl)N=C(Cl)N=1.[CH2:10]([O:17][C:18]1[C:23](=[O:24])[N:22]2[CH:25]=[C:26]([CH3:29])[CH:27]=[CH:28][C:21]2=[N:20][C:19]=1[CH:30]=[N:31]O)[C:11]1[CH:16]=[CH:15][CH:14]=[CH:13][CH:12]=1.C(OCC)(=O)C. The catalyst is CN(C)C=O. The product is [CH2:10]([O:17][C:18]1[C:23](=[O:24])[N:22]2[CH:25]=[C:26]([CH3:29])[CH:27]=[CH:28][C:21]2=[N:20][C:19]=1[C:30]#[N:31])[C:11]1[CH:12]=[CH:13][CH:14]=[CH:15][CH:16]=1. The yield is 0.607. (3) The reactants are F.F.F.C(N(CC)CC)C.[Si]([O:28][CH2:29][C@H:30]1[O:34][C@@H:33]([N:35]2[CH:42]=[C:41]([CH3:43])[C:39](=[O:40])[NH:38][C:36]2=[O:37])[C@H:32]([O:44][CH2:45][CH2:46][O:47][N:48]([CH3:50])[CH3:49])[C@@H:31]1[OH:51])(C(C)(C)C)(C1C=CC=CC=1)C1C=CC=CC=1.CO. The catalyst is C1COCC1.C(Cl)Cl. The product is [CH3:49][N:48]([CH3:50])[O:47][CH2:46][CH2:45][O:44][C@@H:32]1[C@H:31]([OH:51])[C@@H:30]([CH2:29][OH:28])[O:34][C@H:33]1[N:35]1[CH:42]=[C:41]([CH3:43])[C:39](=[O:40])[NH:38][C:36]1=[O:37]. The yield is 0.925. (4) The reactants are [N:1]1[CH:2]=[N:3][N:4]2[CH:9]=[C:8]([CH:10]=O)[CH:7]=[CH:6][C:5]=12.C1([C:18]2[CH:23]=[C:22]([CH3:24])[N:21]=[C:20]([CH:25](P(=O)([O-])[O-])NC3C=CC=CC=3)[C:19]=2C2C=CC=CC=2)C=CC=CC=1.C([O-])([O-])=[O:44].[Cs+].[Cs+].Cl. The catalyst is C1COCC1.CC(O)C.COC(C)(C)C. The product is [N:1]1[CH:2]=[N:3][N:4]2[CH:9]=[C:8]([CH2:10][C:25]([C:20]3[CH:19]=[CH:18][CH:23]=[C:22]([CH3:24])[N:21]=3)=[O:44])[CH:7]=[CH:6][C:5]=12. The yield is 0.800. (5) The product is [NH:62]1[C:61]([C:57]2[CH:56]=[C:55]3[C:60](=[CH:59][CH:58]=2)[NH:52][N:53]=[C:54]3[C:18]2[CH:19]=[C:14]([CH:15]=[CH:16][CH:17]=2)[O:93][CH2:97][CH2:96][NH:39][C:37]([O:29][CH2:22][C:23]2[CH:24]=[CH:25][CH:26]=[CH:27][CH:28]=2)=[O:36])=[N:65][CH:64]=[N:63]1. The yield is 0.420. The reactants are [C:14]1(P([C:14]2[CH:19]=[CH:18][CH:17]=[CH:16][CH:15]=2)[C:14]2[CH:19]=[CH:18][CH:17]=[CH:16][CH:15]=2)[CH:19]=[CH:18][CH:17]=[CH:16][CH:15]=1.C(=[C:22]([O:29]NC(O)C)[C:23]1[CH:28]=[CH:27][CH:26]=[CH:25][CH:24]=1)=O.CC[O:36][C:37](/[N:39]=N/C(OCC)=O)=O.O1CCCCC1[N:52]1[C:60]2[C:55](=[CH:56][C:57]([C:61]3[N:65]=[CH:64][N:63](C(C4C=CC=CC=4)(C4C=CC=CC=4)C4C=CC=CC=4)[N:62]=3)=[CH:58][CH:59]=2)[C:54](C2C=C(O)C=CC=2)=[N:53]1.Cl.[O:93]1[CH2:97][CH2:96]CC1. No catalyst specified. (6) The reactants are [S:1]1[CH:5]=[CH:4][N:3]=[C:2]1[C:6]1[CH:11]=[CH:10][C:9]([OH:12])=[CH:8][CH:7]=1.[C:13]([O:17][C:18]([N:20]1[CH2:24][CH2:23][CH2:22][C@@H:21]1[CH2:25][O:26][C:27]1[CH:32]=[CH:31][C:30](I)=[CH:29][CH:28]=1)=[O:19])([CH3:16])([CH3:15])[CH3:14].Cl.C(=O)([O-])[O-].[Cs+].[Cs+]. The catalyst is O1CCOCC1.[Cu]I. The product is [C:13]([O:17][C:18]([N:20]1[CH2:24][CH2:23][CH2:22][C@@H:21]1[CH2:25][O:26][C:27]1[CH:28]=[CH:29][C:30]([O:12][C:9]2[CH:10]=[CH:11][C:6]([C:2]3[S:1][CH:5]=[CH:4][N:3]=3)=[CH:7][CH:8]=2)=[CH:31][CH:32]=1)=[O:19])([CH3:16])([CH3:14])[CH3:15]. The yield is 0.690. (7) The reactants are [CH2:1]([O:3][C:4](=[O:36])[CH2:5][CH2:6][CH2:7][CH2:8][CH2:9][O:10][CH2:11][CH2:12][O:13][CH2:14][CH2:15][O:16][CH2:17][CH2:18][O:19][CH2:20][CH2:21][O:22][CH2:23][CH2:24][O:25][CH2:26][CH2:27][O:28]CC1C=CC=CC=1)[CH3:2]. The catalyst is C(O)C.[Pd]. The product is [CH2:1]([O:3][C:4](=[O:36])[CH2:5][CH2:6][CH2:7][CH2:8][CH2:9][O:10][CH2:11][CH2:12][O:13][CH2:14][CH2:15][O:16][CH2:17][CH2:18][O:19][CH2:20][CH2:21][O:22][CH2:23][CH2:24][O:25][CH2:26][CH2:27][OH:28])[CH3:2]. The yield is 0.790. (8) The reactants are [Cl:1][C:2]1[CH:3]=[C:4]2[C:9](=[C:10]([Cl:12])[CH:11]=1)[CH:8]=[N:7][C:6]([NH2:13])=[CH:5]2.[C:14](N1C=CC=CC1=O)(N1C=CC=CC1=O)=[S:15]. The catalyst is ClCCl. The product is [Cl:1][C:2]1[CH:3]=[C:4]2[C:9](=[C:10]([Cl:12])[CH:11]=1)[CH:8]=[N:7][C:6]([N:13]=[C:14]=[S:15])=[CH:5]2. The yield is 0.619. (9) The reactants are [CH3:1][C:2]1([CH3:65])[C@H:5](OC(=O)CC2C=CC=CC=2)[CH2:4][C@@H:3]1[C:16]([O:18][C@H:19]1[CH2:36][CH2:35][C@@:34]2([CH3:37])[C@@H:21]([CH2:22][CH2:23][C@:24]3([CH3:62])[C@@H:33]2[CH2:32][CH2:31][C@H:30]2[C@@:25]3([CH3:61])[CH2:26][CH2:27][C@@:28]3([C:45]([N:47]4[CH2:52][CH2:51][CH:50]([N:53]5[CH2:58][CH2:57][N:56]([CH2:59][CH3:60])[CH2:55][CH2:54]5)[CH2:49][CH2:48]4)=[O:46])[CH2:40][CH2:39][C@@H:38]([C:41]4([CH3:44])[CH2:43][CH2:42]4)[C@@H:29]32)[C:20]1([CH3:64])[CH3:63])=[O:17].CC[O:68][C:69](C)=[O:70].CO. The catalyst is ClCCl.[Pd]. The product is [CH2:59]([N:56]1[CH2:57][CH2:58][N:53]([CH:50]2[CH2:49][CH2:48][N:47]([C:45]([C@:28]34[CH2:40][CH2:39][C@@H:38]([C:41]5([CH3:44])[CH2:43][CH2:42]5)[C@@H:29]3[C@@H:30]3[C@@:25]([CH3:61])([CH2:26][CH2:27]4)[C@@:24]4([CH3:62])[C@@H:33]([C@:34]5([CH3:37])[C@@H:21]([CH2:22][CH2:23]4)[C:20]([CH3:63])([CH3:64])[C@@H:19]([O:18][C:16]([C@H:3]4[CH2:4][C@@H:5]([C:69]([OH:70])=[O:68])[C:2]4([CH3:1])[CH3:65])=[O:17])[CH2:36][CH2:35]5)[CH2:32][CH2:31]3)=[O:46])[CH2:52][CH2:51]2)[CH2:54][CH2:55]1)[CH3:60]. The yield is 0.477.